Dataset: Peptide-MHC class I binding affinity with 185,985 pairs from IEDB/IMGT. Task: Regression. Given a peptide amino acid sequence and an MHC pseudo amino acid sequence, predict their binding affinity value. This is MHC class I binding data. (1) The peptide sequence is KLQDLTLRC. The MHC is HLA-A25:01 with pseudo-sequence HLA-A25:01. The binding affinity (normalized) is 0.0847. (2) The peptide sequence is YQGMLPVCPL. The MHC is HLA-A68:02 with pseudo-sequence HLA-A68:02. The binding affinity (normalized) is 0.207.